This data is from Full USPTO retrosynthesis dataset with 1.9M reactions from patents (1976-2016). The task is: Predict the reactants needed to synthesize the given product. Given the product [C:16]1([C:2]2[CH:3]=[CH:4][C:5]3[NH:6][C:7]4[C:12]([C:13]=3[CH:14]=2)=[CH:11][C:10]([C:2]2[CH:3]=[CH:4][CH:5]=[CH:13][CH:14]=2)=[CH:9][CH:8]=4)[CH:21]=[CH:20][CH:19]=[CH:18][CH:17]=1, predict the reactants needed to synthesize it. The reactants are: Br[C:2]1[CH:3]=[CH:4][C:5]2[NH:6][C:7]3[C:12]([C:13]=2[CH:14]=1)=[CH:11][C:10](Br)=[CH:9][CH:8]=3.[C:16]1(B(O)O)[CH:21]=[CH:20][CH:19]=[CH:18][CH:17]=1.C(=O)([O-])[O-].[K+].[K+].